From a dataset of Forward reaction prediction with 1.9M reactions from USPTO patents (1976-2016). Predict the product of the given reaction. (1) Given the reactants BrC1C=CC2C3N(C=C(C4N(C(C)C)N=C(C)N=4)N=3)CCOC=2C=1.[Br:25][C:26]1[CH:33]=[CH:32][C:29]([C:30]#[N:31])=[C:28]([F:34])[CH:27]=1.[NH2:35][OH:36], predict the reaction product. The product is: [Br:25][C:26]1[CH:33]=[CH:32][C:29]([C:30](=[NH:31])[NH:35][OH:36])=[C:28]([F:34])[CH:27]=1. (2) Given the reactants [Cl:1][C:2]1[CH:3]=[CH:4][C:5](F)=[C:6]([CH:9]=1)[CH:7]=[O:8].C([Si](C)(C)[O:16][CH2:17][CH2:18][O:19][C:20]1[CH:25]=[CH:24][C:23]([OH:26])=[CH:22][CH:21]=1)(C)(C)C.C([O-])([O-])=O.[K+].[K+], predict the reaction product. The product is: [Cl:1][C:2]1[CH:3]=[CH:4][C:5]([O:26][C:23]2[CH:22]=[CH:21][C:20]([O:19][CH2:18][CH2:17][OH:16])=[CH:25][CH:24]=2)=[C:6]([CH:9]=1)[CH:7]=[O:8]. (3) Given the reactants [C:1]([O:5][CH3:6])(=[O:4])[CH2:2][OH:3].[H-].[Na+].[CH2:9](Br)[CH:10]=[CH2:11].[NH4+].[Cl-], predict the reaction product. The product is: [CH2:11]([O:3][CH2:2][C:1]([O:5][CH3:6])=[O:4])[CH:10]=[CH2:9]. (4) Given the reactants C(OC([N:8]1[CH2:12][CH2:11][CH:10]([CH:13]([O:20][C:21]2[CH:26]=[CH:25][CH:24]=[CH:23][C:22]=2[O:27][CH3:28])[C:14]2[CH:19]=[CH:18][CH:17]=[CH:16][CH:15]=2)[CH2:9]1)=O)(C)(C)C.C(O)(C(F)(F)F)=O, predict the reaction product. The product is: [CH3:28][O:27][C:22]1[CH:23]=[CH:24][CH:25]=[CH:26][C:21]=1[O:20][CH:13]([C:14]1[CH:15]=[CH:16][CH:17]=[CH:18][CH:19]=1)[CH:10]1[CH2:11][CH2:12][NH:8][CH2:9]1. (5) Given the reactants C(OC([N:8]1[CH2:13][CH2:12][CH:11]([N:14]2[CH:18]=[C:17]([C:19]3[CH:20]=[N:21][C:22]([NH2:37])=[C:23]([O:25][C@@H:26]([C:28]4[C:33]([Cl:34])=[CH:32][CH:31]=[C:30]([F:35])[C:29]=4[Cl:36])[CH3:27])[CH:24]=3)[CH:16]=[N:15]2)[CH2:10][CH2:9]1)=O)(C)(C)C.Cl.O1CCOCC1, predict the reaction product. The product is: [Cl:36][C:29]1[C:30]([F:35])=[CH:31][CH:32]=[C:33]([Cl:34])[C:28]=1[C@H:26]([O:25][C:23]1[C:22]([NH2:37])=[N:21][CH:20]=[C:19]([C:17]2[CH:16]=[N:15][N:14]([CH:11]3[CH2:12][CH2:13][NH:8][CH2:9][CH2:10]3)[CH:18]=2)[CH:24]=1)[CH3:27]. (6) Given the reactants [Cl-].[CH2:2]([Zn+])[C:3]([CH3:6])([CH3:5])[CH3:4].[F:8][C:9]1[CH:10]=[C:11]([CH:37]=[C:38]([F:40])[CH:39]=1)[CH2:12][C@H:13]([NH:29][C:30](=[O:36])[O:31][C:32]([CH3:35])([CH3:34])[CH3:33])[C@H:14]([OH:28])[CH2:15][NH:16][C@@H:17]1[C:26]2[C:21](=[CH:22][CH:23]=[C:24](I)[CH:25]=2)[O:20][CH2:19][CH2:18]1, predict the reaction product. The product is: [F:8][C:9]1[CH:10]=[C:11]([CH:37]=[C:38]([F:40])[CH:39]=1)[CH2:12][C@H:13]([NH:29][C:30](=[O:36])[O:31][C:32]([CH3:34])([CH3:35])[CH3:33])[C@H:14]([OH:28])[CH2:15][NH:16][C@@H:17]1[C:26]2[C:21](=[CH:22][CH:23]=[C:24]([CH2:2][C:3]([CH3:6])([CH3:5])[CH3:4])[CH:25]=2)[O:20][CH2:19][CH2:18]1.